Predict the reaction yield, written as a fraction of the theoretical maximum amount of product (1.0 means a 100% yield; for example, 0.34 means a 34% yield). From a dataset of Reaction yield outcomes from USPTO patents with 853,638 reactions. (1) The reactants are C[Si]([C:5]#[N:6])(C)C.C(N(CC)CC)C.[Cl:14][C:15]1[N:20]=[C:19]([N:21]([C:29]([O:31][C:32]([CH3:35])([CH3:34])[CH3:33])=[O:30])[C:22]([O:24][C:25]([CH3:28])([CH3:27])[CH3:26])=[O:23])[N:18]=[C:17]2[N:36]([CH2:42][C:43]3[C:48]([CH3:49])=[C:47]([O:50][CH3:51])[C:46]([CH3:52])=[CH:45][N:44]=3)[N:37]=[C:38]([CH2:39][CH:40]=[O:41])[C:16]=12. The catalyst is ClCCl. The product is [Cl:14][C:15]1[N:20]=[C:19]([N:21]([C:29]([O:31][C:32]([CH3:35])([CH3:34])[CH3:33])=[O:30])[C:22]([O:24][C:25]([CH3:26])([CH3:28])[CH3:27])=[O:23])[N:18]=[C:17]2[N:36]([CH2:42][C:43]3[C:48]([CH3:49])=[C:47]([O:50][CH3:51])[C:46]([CH3:52])=[CH:45][N:44]=3)[N:37]=[C:38]([CH2:39][CH:40]([C:5]#[N:6])[OH:41])[C:16]=12. The yield is 0.940. (2) The yield is 0.830. The reactants are [F:1][C:2]1[CH:3]=[C:4]([CH:28]=[CH:29][CH:30]=1)[CH2:5][N:6]1[C:18]2[CH:17]=[CH:16][C:15](C(O)=O)=[CH:14][C:13]=2[C:12]2[CH2:11][CH:10]([NH:22][C:23](=[O:27])[CH:24]([CH3:26])[CH3:25])[CH2:9][CH2:8][C:7]1=2.C1(P(N=[N+]=[N-])(C2C=CC=CC=2)=[O:38])C=CC=CC=1.C([N:50]([CH2:53]C)CC)C.[CH2:55]([OH:57])[CH3:56]. The catalyst is C1C=CC=CC=1. The product is [CH2:55]([O:57][C:53](=[O:38])[NH:50][C:15]1[CH:16]=[CH:17][C:18]2[N:6]([CH2:5][C:4]3[CH:28]=[CH:29][CH:30]=[C:2]([F:1])[CH:3]=3)[C:7]3[CH2:8][CH2:9][C@@H:10]([NH:22][C:23](=[O:27])[CH:24]([CH3:25])[CH3:26])[CH2:11][C:12]=3[C:13]=2[CH:14]=1)[CH3:56]. (3) The reactants are [F:1][C:2]1[CH:3]=[C:4]([NH:13][C:14]([C@H:16]2[C:25]3[C:20](=[CH:21][C:22]([CH2:26][O:27][CH3:28])=[CH:23][CH:24]=3)[CH2:19][CH2:18][N:17]2[C:29]([C@@H:31]2[CH2:34][C@H:33]([CH2:35][C:36]([OH:38])=[O:37])[CH2:32]2)=[O:30])=[O:15])[CH:5]=[C:6]2[C:10]=1[C:9]([CH3:12])([CH3:11])[CH2:8][CH2:7]2.[OH-].[K+:40]. The catalyst is C(#N)C. The product is [C:4](#[N:13])[CH3:3].[F:1][C:2]1[CH:3]=[C:4]([NH:13][C:14]([C@H:16]2[C:25]3[C:20](=[CH:21][C:22]([CH2:26][O:27][CH3:28])=[CH:23][CH:24]=3)[CH2:19][CH2:18][N:17]2[C:29]([C@@H:31]2[CH2:34][C@H:33]([CH2:35][C:36]([O-:38])=[O:37])[CH2:32]2)=[O:30])=[O:15])[CH:5]=[C:6]2[C:10]=1[C:9]([CH3:12])([CH3:11])[CH2:8][CH2:7]2.[K+:40]. The yield is 0.940. (4) The reactants are Br[C:2]1[CH:3]=[CH:4][C:5]2[C:9]3[CH:10]=[CH:11][C:12](Br)=[CH:13][C:8]=3[S:7][C:6]=2[CH:15]=1.[CH3:16][O:17][C:18]1[CH:19]=[CH:20][C:21](B(O)O)=[C:22]([C:24]2[CH:29]=[CH:28][CH:27]=[CH:26][CH:25]=2)[CH:23]=1.[C:33]([O-:36])([O-])=O.[Na+].[Na+].[CH3:39][CH2:40]O. The catalyst is C1C=CC([P]([Pd]([P](C2C=CC=CC=2)(C2C=CC=CC=2)C2C=CC=CC=2)([P](C2C=CC=CC=2)(C2C=CC=CC=2)C2C=CC=CC=2)[P](C2C=CC=CC=2)(C2C=CC=CC=2)C2C=CC=CC=2)(C2C=CC=CC=2)C2C=CC=CC=2)=CC=1.C1(C)C=CC=CC=1. The product is [CH3:16][O:17][C:18]1[CH:19]=[CH:20][C:21]([C:2]2[CH:3]=[CH:4][C:5]3[C:9]4[CH:10]=[CH:11][C:12]([C:2]5[CH:3]=[CH:4][C:5]([O:36][CH3:33])=[CH:6][C:15]=5[C:39]5[CH:40]=[CH:10][CH:9]=[CH:8][CH:13]=5)=[CH:13][C:8]=4[S:7][C:6]=3[CH:15]=2)=[C:22]([C:24]2[CH:29]=[CH:28][CH:27]=[CH:26][CH:25]=2)[CH:23]=1. The yield is 0.810. (5) The reactants are [CH2:1]([S:3](Cl)(=[O:5])=[O:4])[CH3:2].[Br:7][C:8]1[CH:9]=[C:10]([NH2:19])[CH:11]=[N:12][C:13]=1[O:14][CH2:15][CH:16]1[CH2:18][CH2:17]1.N1C=CC=CC=1.Cl. The catalyst is C(Cl)Cl. The product is [Br:7][C:8]1[CH:9]=[C:10]([NH:19][S:3]([CH2:1][CH3:2])(=[O:5])=[O:4])[CH:11]=[N:12][C:13]=1[O:14][CH2:15][CH:16]1[CH2:18][CH2:17]1. The yield is 0.880. (6) The reactants are [OH:1][CH2:2][CH2:3][CH2:4][NH:5][C:6]1[CH:13]=[CH:12][C:9]([C:10]#[N:11])=[CH:8][CH:7]=1.C(N(CC)CC)C.[C:21]1([CH3:31])[CH:26]=[CH:25][C:24]([S:27](Cl)(=[O:29])=[O:28])=[CH:23][CH:22]=1. The catalyst is CC#N. The product is [CH3:31][C:21]1[CH:26]=[CH:25][C:24]([S:27]([O:1][CH2:2][CH2:3][CH2:4][NH:5][C:6]2[CH:13]=[CH:12][C:9]([C:10]#[N:11])=[CH:8][CH:7]=2)(=[O:29])=[O:28])=[CH:23][CH:22]=1. The yield is 0.770. (7) The reactants are Br[CH2:2][C:3]1[C:4]([CH2:9]Br)=[CH:5][CH:6]=[CH:7][CH:8]=1.[C:11]([O:19]CC)(=[O:18])[CH2:12][C:13](OCC)=O.C[O-].[Na+].C(O)C. The catalyst is CCOCC.CO.S(=O)(=O)(O)O. The product is [CH3:2][CH:3]1[CH2:8][C:7]2[C:13](=[CH:9][CH:4]=[CH:5][CH:6]=2)[CH:12]1[C:11]([OH:19])=[O:18]. The yield is 0.540.